Dataset: NCI-60 drug combinations with 297,098 pairs across 59 cell lines. Task: Regression. Given two drug SMILES strings and cell line genomic features, predict the synergy score measuring deviation from expected non-interaction effect. (1) Synergy scores: CSS=24.1, Synergy_ZIP=5.75, Synergy_Bliss=6.05, Synergy_Loewe=-9.81, Synergy_HSA=5.62. Cell line: UACC-257. Drug 2: C1CN(P(=O)(OC1)NCCCl)CCCl. Drug 1: CC1=C2C(C(=O)C3(C(CC4C(C3C(C(C2(C)C)(CC1OC(=O)C(C(C5=CC=CC=C5)NC(=O)OC(C)(C)C)O)O)OC(=O)C6=CC=CC=C6)(CO4)OC(=O)C)OC)C)OC. (2) Drug 1: CNC(=O)C1=CC=CC=C1SC2=CC3=C(C=C2)C(=NN3)C=CC4=CC=CC=N4. Synergy scores: CSS=37.0, Synergy_ZIP=-0.00300, Synergy_Bliss=-1.08, Synergy_Loewe=0.230, Synergy_HSA=1.09. Drug 2: CC12CCC3C(C1CCC2=O)CC(=C)C4=CC(=O)C=CC34C. Cell line: SF-539. (3) Synergy scores: CSS=8.47, Synergy_ZIP=-0.723, Synergy_Bliss=0.179, Synergy_Loewe=-11.2, Synergy_HSA=0.437. Cell line: HS 578T. Drug 2: C1CNP(=O)(OC1)N(CCCl)CCCl. Drug 1: COC1=C(C=C2C(=C1)N=CN=C2NC3=CC(=C(C=C3)F)Cl)OCCCN4CCOCC4.